This data is from Full USPTO retrosynthesis dataset with 1.9M reactions from patents (1976-2016). The task is: Predict the reactants needed to synthesize the given product. (1) Given the product [NH:1]1[C:9]2[C:4](=[CH:5][C:6]([CH2:10][N:13]([CH3:14])[CH3:12])=[CH:7][CH:8]=2)[CH:3]=[CH:2]1, predict the reactants needed to synthesize it. The reactants are: [NH:1]1[C:9]2[C:4](=[CH:5][C:6]([CH:10]=O)=[CH:7][CH:8]=2)[CH:3]=[CH:2]1.[CH3:12][NH:13][CH3:14].C(O)(=O)C.C(O[BH-](OC(=O)C)OC(=O)C)(=O)C.[Na+]. (2) The reactants are: [O:1]=[C:2]1[C:7]2[NH:8][C:9]3[CH:10]=[CH:11][CH:12]=[CH:13][C:14]=3[C:6]=2[N:5]=[C:4]([S:15][CH2:16][C:17]([OH:19])=O)[N:3]1[C:20]1[CH:25]=[CH:24][CH:23]=[CH:22][CH:21]=1.[CH2:26]([NH2:32])[CH2:27][CH2:28][CH2:29][CH2:30][CH3:31].C(N(CC)CC)C.CN(C(ON1N=NC2C=CC=NC1=2)=[N+](C)C)C.F[P-](F)(F)(F)(F)F. Given the product [CH2:26]([NH:32][C:17](=[O:19])[CH2:16][S:15][C:4]1[N:3]([C:20]2[CH:25]=[CH:24][CH:23]=[CH:22][CH:21]=2)[C:2](=[O:1])[C:7]2[NH:8][C:9]3[CH:10]=[CH:11][CH:12]=[CH:13][C:14]=3[C:6]=2[N:5]=1)[CH2:27][CH2:28][CH2:29][CH2:30][CH3:31], predict the reactants needed to synthesize it. (3) Given the product [CH:31]([N:14]([CH2:13][C@H:11]1[C@H:10]([O:34][CH2:45][C:44]2[CH:47]=[CH:48][CH:49]=[C:42]([O:35][C:36]3[CH:41]=[CH:40][CH:39]=[CH:38][CH:37]=3)[CH:43]=2)[CH2:9][NH:8][CH2:12]1)[C:15](=[O:30])[C:16]1[CH:21]=[CH:20][C:19]([O:22][CH3:23])=[C:18]([O:24][CH2:25][CH2:26][CH2:27][O:28][CH3:29])[CH:17]=1)([CH3:32])[CH3:33], predict the reactants needed to synthesize it. The reactants are: C(OC([N:8]1[CH2:12][C@@H:11]([CH2:13][N:14]([CH:31]([CH3:33])[CH3:32])[C:15](=[O:30])[C:16]2[CH:21]=[CH:20][C:19]([O:22][CH3:23])=[C:18]([O:24][CH2:25][CH2:26][CH2:27][O:28][CH3:29])[CH:17]=2)[C@H:10]([OH:34])[CH2:9]1)=O)(C)(C)C.[O:35]([C:42]1[CH:43]=[C:44]([CH:47]=[CH:48][CH:49]=1)[CH2:45]Cl)[C:36]1[CH:41]=[CH:40][CH:39]=[CH:38][CH:37]=1.CC#N.O.CC#N. (4) The reactants are: [CH3:1][O:2][C:3](=[O:33])[C@@H:4]([O:24][C:25]1[N:30]=[C:29]([CH3:31])[CH:28]=[C:27]([CH3:32])[N:26]=1)[C@@:5]1([C:18]2[CH:23]=[CH:22][CH:21]=[CH:20][CH:19]=2)[NH:11][CH2:10][C:9](=[O:12])[N:8]([CH3:13])[C:7]2[CH:14]=[CH:15][CH:16]=[CH:17][C:6]1=2.[C:34](OC(=O)C)(=[O:36])C.C([O-])(O)=O.[Na+]. Given the product [CH3:1][O:2][C:3](=[O:33])[C@@H:4]([O:24][C:25]1[N:26]=[C:27]([CH3:32])[CH:28]=[C:29]([CH3:31])[N:30]=1)[C@@:5]1([C:18]2[CH:23]=[CH:22][CH:21]=[CH:20][CH:19]=2)[N:11]([CH:34]=[O:36])[CH2:10][C:9](=[O:12])[N:8]([CH3:13])[C:7]2[CH:14]=[CH:15][CH:16]=[CH:17][C:6]1=2, predict the reactants needed to synthesize it. (5) Given the product [N:19]1[CH:20]=[CH:21][CH:22]=[CH:23][C:18]=1[C:15]1[S:16][CH:17]=[C:13]([C:2]([C:3]2[CH:12]=[CH:11][C:6]3[NH:7][C:8](=[O:10])[S:9][C:5]=3[CH:4]=2)=[O:1])[N:14]=1, predict the reactants needed to synthesize it. The reactants are: [OH:1][CH:2]([C:13]1[N:14]=[C:15]([C:18]2[CH:23]=[CH:22][CH:21]=[CH:20][N:19]=2)[S:16][CH:17]=1)[C:3]1[CH:12]=[CH:11][C:6]2[NH:7][C:8](=[O:10])[S:9][C:5]=2[CH:4]=1. (6) Given the product [F:48][C:33]([F:32])([F:47])[C:34]1[CH:35]=[CH:36][C:37]([C:40]2[CH:41]=[CH:42][C:43]([O:46][CH2:50][CH:51]3[CH:56]([NH:57][C:58](=[O:64])[O:59][C:60]([CH3:63])([CH3:62])[CH3:61])[CH2:55][CH2:54][O:53][CH2:52]3)=[CH:44][CH:45]=2)=[N:38][CH:39]=1, predict the reactants needed to synthesize it. The reactants are: P(CCCC)(CCCC)CCCC.C1CCN(C(N=NC(N2CCCCC2)=O)=O)CC1.[F:32][C:33]([F:48])([F:47])[C:34]1[CH:35]=[CH:36][C:37]([C:40]2[CH:45]=[CH:44][C:43]([OH:46])=[CH:42][CH:41]=2)=[N:38][CH:39]=1.O[CH2:50][CH:51]1[CH:56]([NH:57][C:58](=[O:64])[O:59][C:60]([CH3:63])([CH3:62])[CH3:61])[CH2:55][CH2:54][O:53][CH2:52]1.[OH-].[Na+]. (7) Given the product [Cl:12][C:13]1[CH:18]=[C:17]([Cl:19])[CH:16]=[C:15]([CH3:20])[C:14]=1[S:21]([NH:11][C:8]1[S:9][CH:10]=[C:6]([CH2:1][CH2:2][CH2:3][CH2:4][CH3:5])[N:7]=1)(=[O:23])=[O:22], predict the reactants needed to synthesize it. The reactants are: [CH2:1]([C:6]1[N:7]=[C:8]([NH2:11])[S:9][CH:10]=1)[CH2:2][CH2:3][CH2:4][CH3:5].[Cl:12][C:13]1[CH:18]=[C:17]([Cl:19])[CH:16]=[C:15]([CH3:20])[C:14]=1[S:21](Cl)(=[O:23])=[O:22]. (8) Given the product [CH2:32]([O:34][C:35](=[O:47])[C:36]([O:39][C:40]1[CH:45]=[CH:44][CH:43]=[C:42]([O:14][CH2:13][CH2:12][C:10]2[N:11]=[C:7]([C:3]3[CH:2]=[C:1]([C:26]4[CH:31]=[CH:30][CH:29]=[CH:28][CH:27]=4)[CH:6]=[CH:5][CH:4]=3)[O:8][C:9]=2[CH3:25])[CH:41]=1)([CH3:38])[CH3:37])[CH3:33], predict the reactants needed to synthesize it. The reactants are: [C:1]1([C:26]2[CH:31]=[CH:30][CH:29]=[CH:28][CH:27]=2)[CH:6]=[CH:5][CH:4]=[C:3]([C:7]2[O:8][C:9]([CH3:25])=[C:10]([CH2:12][CH2:13][O:14]S(C3C=CC(C)=CC=3)(=O)=O)[N:11]=2)[CH:2]=1.[CH2:32]([O:34][C:35](=[O:47])[C:36]([O:39][C:40]1[CH:45]=[CH:44][CH:43]=[C:42](O)[CH:41]=1)([CH3:38])[CH3:37])[CH3:33].C([O-])([O-])=O.[Cs+].[Cs+]. (9) Given the product [CH3:8][NH:9][CH:10]1[CH2:15][CH2:14][N:13]([C:16]([O:18][C:19]([CH3:22])([CH3:21])[CH3:20])=[O:17])[CH2:12][CH2:11]1, predict the reactants needed to synthesize it. The reactants are: C([CH2:8][NH:9][CH:10]1[CH2:15][CH2:14][N:13]([C:16]([O:18][C:19]([CH3:22])([CH3:21])[CH3:20])=[O:17])[CH2:12][CH2:11]1)C1C=CC=CC=1.[H][H]. (10) The reactants are: [Cl:1][C:2]1[CH:7]=[C:6]2[NH:8][C:9](=[O:41])[C:10]3([CH:15]([C:16]4[CH:21]=[C:20]([Cl:22])[CH:19]=[CH:18][C:17]=4[O:23][C:24]([C:27]([O:29]CC)=[O:28])([CH3:26])[CH3:25])[CH2:14][C:13](=[O:32])[NH:12][CH:11]3[C:33]3[CH:38]=[C:37]([F:39])[CH:36]=[CH:35][C:34]=3[CH3:40])[C:5]2=[CH:4][CH:3]=1.[OH-].[K+]. Given the product [Cl:1][C:2]1[CH:7]=[C:6]2[NH:8][C:9](=[O:41])[C:10]3([CH:15]([C:16]4[CH:21]=[C:20]([Cl:22])[CH:19]=[CH:18][C:17]=4[O:23][C:24]([C:27]([OH:29])=[O:28])([CH3:25])[CH3:26])[CH2:14][C:13](=[O:32])[NH:12][CH:11]3[C:33]3[CH:38]=[C:37]([F:39])[CH:36]=[CH:35][C:34]=3[CH3:40])[C:5]2=[CH:4][CH:3]=1, predict the reactants needed to synthesize it.